From a dataset of HIV replication inhibition screening data with 41,000+ compounds from the AIDS Antiviral Screen. Binary Classification. Given a drug SMILES string, predict its activity (active/inactive) in a high-throughput screening assay against a specified biological target. (1) The compound is CC(C)c1cc(=O)oc2c3c(ccc12)OC(C)(C)C(OC(=O)C12CCC(C)(C(=O)O1)C2(C)C)C3OC(=O)C12CCC(C)(C(=O)O1)C2(C)C. The result is 1 (active). (2) The compound is CC(C)N(C(=O)C12C3C4C1C1C2C3C41I)C(C)C. The result is 0 (inactive). (3) The molecule is O=S(=O)(ON=C1C=CC(=NOS(=O)(=O)c2ccccc2)C=C1)c1ccccc1. The result is 0 (inactive).